Dataset: Full USPTO retrosynthesis dataset with 1.9M reactions from patents (1976-2016). Task: Predict the reactants needed to synthesize the given product. (1) Given the product [CH:1]1([C:6]2[CH:29]=[CH:28][C:9]([CH2:10][O:11][C:12]3[CH:20]=[CH:19][C:18]4[N:17]5[CH2:21][CH2:22][CH:23]([CH2:24][C:25]([OH:27])=[O:26])[C:16]5=[C:15]([C:44]5[CH:45]=[CH:46][CH:47]=[CH:48][N:43]=5)[C:14]=4[CH:13]=3)=[CH:8][C:7]=2[C:30]([F:33])([F:31])[F:32])[CH2:5][CH2:4][CH2:3][CH2:2]1, predict the reactants needed to synthesize it. The reactants are: [CH:1]1([C:6]2[CH:29]=[CH:28][C:9]([CH2:10][O:11][C:12]3[CH:20]=[CH:19][C:18]4[N:17]5[CH2:21][CH2:22][CH:23]([CH2:24][C:25]([OH:27])=[O:26])[C:16]5=[CH:15][C:14]=4[CH:13]=3)=[CH:8][C:7]=2[C:30]([F:33])([F:32])[F:31])[CH2:5][CH2:4][CH2:3][CH2:2]1.[O-]S(C(F)(F)F)(=O)=O.F[N+:43]1[CH:48]=[CH:47][CH:46]=[CH:45][CH:44]=1. (2) Given the product [F:24][C:25]1[CH:26]=[C:27]([CH2:40][CH2:41][C:42]2[CH:47]=[CH:46][CH:45]=[CH:44][CH:43]=2)[C:28]([O:38][CH3:39])=[C:29]2[C:33]=1[N:32]([CH3:34])[CH:31]=[C:30]2[CH2:35][CH2:36][NH:8][CH3:1], predict the reactants needed to synthesize it. The reactants are: [CH2:1]([NH:8]CCC1C2C(=CC=C(F)C=2OC)N(C)C=1)C1C=CC=CC=1.[F:24][C:25]1[CH:26]=[C:27]([CH2:40][CH2:41][C:42]2[CH:47]=[CH:46][CH:45]=[CH:44][CH:43]=2)[C:28]([O:38][CH3:39])=[C:29]2[C:33]=1[N:32]([CH3:34])[CH:31]=[C:30]2[CH2:35][CH2:36]O. (3) Given the product [C:48]([C:47]([NH:46][C:39](/[CH:38]=[CH:37]/[C:34]1[CH:35]=[CH:36][C:31]([CH2:30][C:29]2[C:25]([O:24][C@@H:6]3[O:7][C@H:8]([CH2:19][OH:20])[C@@H:9]([OH:15])[C@H:10]([OH:11])[C@H:5]3[OH:4])=[N:26][NH:27][C:28]=2[CH:43]([CH3:45])[CH3:44])=[C:32]([CH3:42])[CH:33]=1)=[O:40])([CH3:52])[CH3:51])(=[O:49])[NH2:50], predict the reactants needed to synthesize it. The reactants are: C([O:4][C@@H:5]1[C@@H:10]([O:11]C(=O)C)[C@H:9]([O:15]C(=O)C)[C@@H:8]([CH2:19][O:20]C(=O)C)[O:7][C@H:6]1[O:24][C:25]1[C:29]([CH2:30][C:31]2[CH:36]=[CH:35][C:34](/[CH:37]=[CH:38]/[C:39](O)=[O:40])=[CH:33][C:32]=2[CH3:42])=[C:28]([CH:43]([CH3:45])[CH3:44])[NH:27][N:26]=1)(=O)C.[NH2:46][C:47]([CH3:52])([CH3:51])[C:48]([NH2:50])=[O:49].[Cl-].[NH4+]. (4) Given the product [I:12][C:11]1[C:5]2[C:6](=[N:7][CH:8]=[C:3]([O:2][CH3:1])[CH:4]=2)[NH:9][CH:10]=1, predict the reactants needed to synthesize it. The reactants are: [CH3:1][O:2][C:3]1[CH:4]=[C:5]2[CH:11]=[CH:10][NH:9][C:6]2=[N:7][CH:8]=1.[I:12]Cl. (5) Given the product [CH2:7]([O:11][C:12]1[C:17]([C:18]2[NH:19][C:20](=[O:34])[C:21]3[C:22](=[C:24]([CH2:32][CH3:33])[N:25]([CH2:27][CH2:28][N:29]([CH3:30])[CH3:31])[N:26]=3)[N:23]=2)=[CH:16][C:15]([C:6]#[C:5][Si:2]([CH3:4])([CH3:3])[CH3:1])=[CH:14][N:13]=1)[CH2:8][CH2:9][CH3:10], predict the reactants needed to synthesize it. The reactants are: [CH3:1][Si:2]([C:5]#[CH:6])([CH3:4])[CH3:3].[CH2:7]([O:11][C:12]1[C:17]([C:18]2[NH:19][C:20](=[O:34])[C:21]3[C:22](=[C:24]([CH2:32][CH3:33])[N:25]([CH2:27][CH2:28][N:29]([CH3:31])[CH3:30])[N:26]=3)[N:23]=2)=[CH:16][C:15](I)=[CH:14][N:13]=1)[CH2:8][CH2:9][CH3:10]. (6) Given the product [Cl:1][C:2]1[CH:3]=[CH:4][C:5]([CH3:11])=[C:6]([NH:8][C:9]([NH:12][C:13]2[S:14][CH:15]=[CH:16][N:17]=2)=[S:10])[CH:7]=1, predict the reactants needed to synthesize it. The reactants are: [Cl:1][C:2]1[CH:3]=[CH:4][C:5]([CH3:11])=[C:6]([N:8]=[C:9]=[S:10])[CH:7]=1.[NH2:12][C:13]1[S:14][CH:15]=[CH:16][N:17]=1.